Dataset: Catalyst prediction with 721,799 reactions and 888 catalyst types from USPTO. Task: Predict which catalyst facilitates the given reaction. Reactant: Br[C:2]1[N:3]([CH:17]2[CH2:22][CH2:21][CH2:20][CH2:19][O:18]2)[C:4]2[C:9]([N:10]=1)=[C:8]([NH2:11])[N:7]=[C:6]([O:12][CH2:13][CH2:14][O:15][CH3:16])[N:5]=2.[CH3:23][O-:24].[Na+]. Product: [CH3:23][O:24][C:2]1[N:3]([CH:17]2[CH2:22][CH2:21][CH2:20][CH2:19][O:18]2)[C:4]2[C:9]([N:10]=1)=[C:8]([NH2:11])[N:7]=[C:6]([O:12][CH2:13][CH2:14][O:15][CH3:16])[N:5]=2. The catalyst class is: 5.